This data is from Forward reaction prediction with 1.9M reactions from USPTO patents (1976-2016). The task is: Predict the product of the given reaction. (1) Given the reactants Cl[C:2](Cl)(Cl)[CH:3]([OH:5])O.S([O-])([O-])(=O)=O.[Na+].[Na+].[NH2:15][C:16]1[CH:24]=[CH:23][C:19]([C:20]([OH:22])=[O:21])=[C:18]([Cl:25])[CH:17]=1.Cl.Cl.[NH2:28][OH:29], predict the reaction product. The product is: [Cl:25][C:18]1[CH:17]=[C:16]([NH:15][C:3](=[O:5])[CH:2]=[N:28][OH:29])[CH:24]=[CH:23][C:19]=1[C:20]([OH:22])=[O:21]. (2) Given the reactants S(Cl)(Cl)=O.CC1C(C)=CC=CC=1C(O)=O.CC1C(C)=CC=CC=1C(Cl)=O.[CH3:27][C:28]1[C:33]([CH3:34])=[CH:32][CH:31]=[CH:30][C:29]=1[C:35]([N:37]=[C:38]=[S:39])=[O:36].[Cl:40][C:41]1[CH:42]=[C:43]([CH:45]=[CH:46][C:47]=1[O:48][C:49]1[C:58]2[C:53](=[CH:54][C:55]([O:61][CH3:62])=[C:56]([O:59][CH3:60])[CH:57]=2)[N:52]=[CH:51][CH:50]=1)[NH2:44], predict the reaction product. The product is: [Cl:40][C:41]1[CH:42]=[C:43]([NH:44][C:38]([NH:37][C:35](=[O:36])[C:29]2[CH:30]=[CH:31][CH:32]=[C:33]([CH3:34])[C:28]=2[CH3:27])=[S:39])[CH:45]=[CH:46][C:47]=1[O:48][C:49]1[C:58]2[C:53](=[CH:54][C:55]([O:61][CH3:62])=[C:56]([O:59][CH3:60])[CH:57]=2)[N:52]=[CH:51][CH:50]=1. (3) Given the reactants [I-].[CH3:2][P+](C1C=CC=CC=1)(C1C=CC=CC=1)C1C=CC=CC=1.CC(C)([O-])C.[K+].[CH:28]1([C:31]2[C:32]([OH:43])=[C:33]([C:36]([CH3:42])=[C:37]([N+:39]([O-:41])=[O:40])[CH:38]=2)[CH:34]=O)[CH2:30][CH2:29]1.O, predict the reaction product. The product is: [CH:28]1([C:31]2[C:32]([OH:43])=[C:33]([CH:34]=[CH2:2])[C:36]([CH3:42])=[C:37]([N+:39]([O-:41])=[O:40])[CH:38]=2)[CH2:30][CH2:29]1. (4) The product is: [CH:1]([C:4]1[CH:12]=[C:7]2[CH:8]=[CH:9][CH:10]=[CH:11][N:6]2[N:5]=1)([CH3:3])[CH3:2].[CH:1]([C:4]1[C:12]([C:13](=[O:17])[CH:14]([CH3:16])[CH3:15])=[C:7]2[CH:8]=[CH:9][CH:10]=[CH:11][N:6]2[N:5]=1)([CH3:3])[CH3:2]. Given the reactants [CH:1]([C:4]1[C:12]([C:13](=[O:17])[CH:14]([CH3:16])[CH3:15])=[C:7]2[CH:8]=[CH:9][CH:10]=[CH:11][N:6]2[N:5]=1)([CH3:3])[CH3:2].[I-].N[N+]1C=CC=CC=1C.C([O-])([O-])=O.[K+].[K+].[OH-].[Na+], predict the reaction product.